This data is from Full USPTO retrosynthesis dataset with 1.9M reactions from patents (1976-2016). The task is: Predict the reactants needed to synthesize the given product. (1) Given the product [Cl:2][C:3]1[CH:8]=[CH:7][CH:6]=[CH:5][C:4]=1[N:9]1[CH:13]=[N:12][N:11]=[C:10]1[C:14]1[S:28][C:17]2[C:18]3[CH:26]=[CH:25][C:24]([NH:27][C:29](=[O:31])[CH3:30])=[CH:23][C:19]=3[O:20][CH2:21][CH2:22][C:16]=2[CH:15]=1, predict the reactants needed to synthesize it. The reactants are: Cl.[Cl:2][C:3]1[CH:8]=[CH:7][CH:6]=[CH:5][C:4]=1[N:9]1[CH:13]=[N:12][N:11]=[C:10]1[C:14]1[S:28][C:17]2[C:18]3[CH:26]=[CH:25][C:24]([NH2:27])=[CH:23][C:19]=3[O:20][CH2:21][CH2:22][C:16]=2[CH:15]=1.[C:29](OC(=O)C)(=[O:31])[CH3:30]. (2) Given the product [OH:8][C:9]1[CH:14]=[CH:13][CH:12]=[CH:11][C:10]=1[C:15]1[CH2:24][C:23](=[O:25])[C:22]2[C:17](=[CH:18][CH:19]=[C:20]([N:26]3[CH2:31][CH2:30][O:29][CH2:28][CH2:27]3)[CH:21]=2)[N:16]=1, predict the reactants needed to synthesize it. The reactants are: C([O:8][C:9]1[CH:14]=[CH:13][CH:12]=[CH:11][C:10]=1[C:15]1[CH2:24][C:23](=[O:25])[C:22]2[C:17](=[CH:18][CH:19]=[C:20]([N:26]3[CH2:31][CH2:30][O:29][CH2:28][CH2:27]3)[CH:21]=2)[N:16]=1)C1C=CC=CC=1. (3) Given the product [OH:1][C:2]1[C:3]([CH3:18])=[C:4]2[C:9](=[C:10]([CH3:13])[C:11]=1[CH3:12])[O:8][C:7]([CH3:17])([C:14]([NH:31][CH2:32][CH2:33][CH2:34][CH2:35][CH2:36][CH2:37][OH:38])=[O:16])[CH2:6][CH2:5]2, predict the reactants needed to synthesize it. The reactants are: [OH:1][C:2]1[C:3]([CH3:18])=[C:4]2[C:9](=[C:10]([CH3:13])[C:11]=1[CH3:12])[O:8][C:7]([CH3:17])([C:14]([OH:16])=O)[CH2:6][CH2:5]2.C1N=CN(C(N2C=NC=C2)=O)C=1.[NH2:31][CH2:32][CH2:33][CH2:34][CH2:35][CH2:36][CH2:37][OH:38]. (4) Given the product [F:1][C:2]1[C:3]([C:21]2[S:25][C:24]([C:26]3([OH:30])[CH2:29][N:28]([CH3:34])[CH2:27]3)=[N:23][CH:22]=2)=[C:4]2[CH:10]=[CH:9][N:8]([S:11]([C:14]3[CH:15]=[CH:16][C:17]([CH3:18])=[CH:19][CH:20]=3)(=[O:13])=[O:12])[C:5]2=[N:6][CH:7]=1, predict the reactants needed to synthesize it. The reactants are: [F:1][C:2]1[C:3]([C:21]2[S:25][C:24]([C:26]3([OH:30])[CH2:29][NH:28][CH2:27]3)=[N:23][CH:22]=2)=[C:4]2[CH:10]=[CH:9][N:8]([S:11]([C:14]3[CH:20]=[CH:19][C:17]([CH3:18])=[CH:16][CH:15]=3)(=[O:13])=[O:12])[C:5]2=[N:6][CH:7]=1.C=O.Cl[CH:34](Cl)C.C(O)(=O)C.C([BH3-])#N.[Na+].C(=O)(O)[O-].[Na+]. (5) Given the product [CH3:21][O:20][C:14]1[CH:13]=[C:12]([CH:17]=[C:16]([O:18][CH3:19])[CH:15]=1)[CH2:11][CH2:10][C:8]1[N:9]=[C:4]2[CH:3]=[C:2]([C:31]3[CH:36]=[CH:35][C:34]([N:37]4[CH2:42][CH2:41][CH:40]([OH:43])[CH2:39][CH2:38]4)=[CH:33][CH:32]=3)[NH:22][C:5]2=[N:6][CH:7]=1, predict the reactants needed to synthesize it. The reactants are: Br[C:2]1[NH:22][C:5]2=[N:6][CH:7]=[C:8]([CH2:10][CH2:11][C:12]3[CH:17]=[C:16]([O:18][CH3:19])[CH:15]=[C:14]([O:20][CH3:21])[CH:13]=3)[N:9]=[C:4]2[CH:3]=1.CC1(C)C(C)(C)OB([C:31]2[CH:36]=[CH:35][C:34]([N:37]3[CH2:42][CH2:41][CH:40]([OH:43])[CH2:39][CH2:38]3)=[CH:33][CH:32]=2)O1. (6) Given the product [CH3:53][O:54][C:55](=[O:64])[C:56]1[CH:61]=[C:60]([CH2:62][N:25]2[CH2:26][CH2:27][CH2:28][C@H:22]([N:21]([CH2:20][C:19]3[CH:44]=[C:45]([C:47]([F:50])([F:48])[F:49])[CH:46]=[C:17]([C:16]([F:51])([F:15])[F:52])[CH:18]=3)[C:38]3[N:39]=[N:40][N:41]([CH3:43])[N:42]=3)[C:23]3[CH:32]=[C:31]([CH3:33])[C:30]([C:34]([F:35])([F:36])[F:37])=[CH:29][C:24]2=3)[CH:59]=[N:58][CH:57]=1, predict the reactants needed to synthesize it. The reactants are: C(O[BH-](OC(=O)C)OC(=O)C)(=O)C.[Na+].[F:15][C:16]([F:52])([F:51])[C:17]1[CH:18]=[C:19]([CH:44]=[C:45]([C:47]([F:50])([F:49])[F:48])[CH:46]=1)[CH2:20][N:21]([C:38]1[N:39]=[N:40][N:41]([CH3:43])[N:42]=1)[C@H:22]1[CH2:28][CH2:27][CH2:26][NH:25][C:24]2[CH:29]=[C:30]([C:34]([F:37])([F:36])[F:35])[C:31]([CH3:33])=[CH:32][C:23]1=2.[CH3:53][O:54][C:55](=[O:64])[C:56]1[CH:61]=[C:60]([CH:62]=O)[CH:59]=[N:58][CH:57]=1.C(O)(=O)C.